From a dataset of Full USPTO retrosynthesis dataset with 1.9M reactions from patents (1976-2016). Predict the reactants needed to synthesize the given product. (1) Given the product [CH2:46]([O:45][C:43]([NH:42][C:39]1[C:38](=[O:53])[N:37]2[C:33]([CH2:54][O:55][CH3:56])([C:31]([OH:32])=[O:30])[CH2:34][CH2:35][C:36]2=[N:41][CH:40]=1)=[O:44])[C:47]1[CH:52]=[CH:51][CH:50]=[CH:49][CH:48]=1, predict the reactants needed to synthesize it. The reactants are: C(OC(NC1C(=O)N2C(C)(C(O)=O)CCC2=NC=1)=O)C1C=CC=CC=1.C([O:30][C:31]([C:33]1([CH2:54][O:55][CH3:56])[N:37]2[C:38](=[O:53])[C:39]([NH:42][C:43]([O:45][CH2:46][C:47]3[CH:52]=[CH:51][CH:50]=[CH:49][CH:48]=3)=[O:44])=[CH:40][N:41]=[C:36]2[CH2:35][CH2:34]1)=[O:32])(C)(C)C. (2) Given the product [CH3:24][C:2]1[C:3]([N:9]([C:17]([O:19][C:20]([CH3:23])([CH3:22])[CH3:21])=[O:18])[C:10]([O:12][C:13]([CH3:16])([CH3:15])[CH3:14])=[O:11])=[N:4][CH:5]=[CH:6][C:7]=1[CH3:8], predict the reactants needed to synthesize it. The reactants are: Br[C:2]1[C:3]([N:9]([C:17]([O:19][C:20]([CH3:23])([CH3:22])[CH3:21])=[O:18])[C:10]([O:12][C:13]([CH3:16])([CH3:15])[CH3:14])=[O:11])=[N:4][CH:5]=[CH:6][C:7]=1[CH3:8].[CH3:24]B(O)O.C([O-])([O-])=O.[Cs+].[Cs+]. (3) Given the product [Br:11][C:12]1[CH:13]=[CH:14][C:15]([Cl:20])=[C:16]([CH2:17][C:5]2[S:1][C:2]([C:6]3[S:7][CH:8]=[CH:9][CH:10]=3)=[CH:3][CH:4]=2)[CH:19]=1, predict the reactants needed to synthesize it. The reactants are: [S:1]1[CH:5]=[CH:4][CH:3]=[C:2]1[C:6]1[S:7][CH:8]=[CH:9][CH:10]=1.[Br:11][C:12]1[CH:13]=[CH:14][C:15]([Cl:20])=[C:16]([CH:19]=1)[CH:17]=O. (4) The reactants are: [CH3:1][O:2][C:3](=[O:12])[C:4]1[C:5](=[CH:7][CH:8]=[C:9]([Cl:11])[CH:10]=1)[OH:6].[I:13]N1C(=O)CCC1=O. Given the product [Cl:11][C:9]1[CH:8]=[C:7]([I:13])[C:5]([OH:6])=[C:4]([CH:10]=1)[C:3]([O:2][CH3:1])=[O:12], predict the reactants needed to synthesize it. (5) Given the product [O:15]=[C:2]1[NH:3][C:4]2([C:14]3[C:9](=[N:10][CH:11]=[CH:12][CH:13]=3)[CH2:8][CH2:7]2)[C:5](=[O:6])[N:1]1[CH2:23][C:24]([O:26][C:27]([CH3:30])([CH3:29])[CH3:28])=[O:25], predict the reactants needed to synthesize it. The reactants are: [NH:1]1[C:5](=[O:6])[C:4]2([C:14]3[C:9](=[N:10][CH:11]=[CH:12][CH:13]=3)[CH2:8][CH2:7]2)[NH:3][C:2]1=[O:15].C([O-])([O-])=O.[K+].[K+].Br[CH2:23][C:24]([O:26][C:27]([CH3:30])([CH3:29])[CH3:28])=[O:25]. (6) The reactants are: [Si]([O:8][CH2:9][C:10]1[C:11]([C:25]2[CH:30]=[CH:29][C:28]([F:31])=[CH:27][C:26]=2[F:32])=[N:12][C:13]([CH2:16][C:17]2[C:22]([F:23])=[CH:21][CH:20]=[CH:19][C:18]=2[F:24])=[CH:14][CH:15]=1)(C(C)(C)C)(C)C.C[Si]([N-][Si](C)(C)C)(C)C.[Li+].C[Si](C)(C)[C:45]#[C:46][C:47](OCC)=[O:48]. Given the product [F:24][C:18]1[CH:19]=[CH:20][CH:21]=[C:22]([F:23])[C:17]=1[CH:16]([C:13]1[CH:14]=[CH:15][C:10]([CH2:9][OH:8])=[C:11]([C:25]2[CH:30]=[CH:29][C:28]([F:31])=[CH:27][C:26]=2[F:32])[N:12]=1)[C:47](=[O:48])[C:46]#[CH:45], predict the reactants needed to synthesize it.